This data is from Catalyst prediction with 721,799 reactions and 888 catalyst types from USPTO. The task is: Predict which catalyst facilitates the given reaction. (1) Reactant: [H-].[Na+].[N+:3]([C:6]1[CH:12]=[C:11]([N+:13]([O-:15])=[O:14])[CH:10]=[CH:9][C:7]=1[NH2:8])([O-:5])=[O:4].F[C:17]1[CH:18]=[CH:19][C:20]2[C:26](=[O:27])[C:25]3[CH:28]=[CH:29][CH:30]=[CH:31][C:24]=3[CH2:23][O:22][C:21]=2[CH:32]=1.Cl. Product: [N+:3]([C:6]1[CH:12]=[C:11]([N+:13]([O-:15])=[O:14])[CH:10]=[CH:9][C:7]=1[NH:8][C:17]1[CH:18]=[CH:19][C:20]2[C:26](=[O:27])[C:25]3[CH:28]=[CH:29][CH:30]=[CH:31][C:24]=3[CH2:23][O:22][C:21]=2[CH:32]=1)([O-:5])=[O:4]. The catalyst class is: 9. (2) Reactant: CO[C:3](=[O:14])[C:4]1[C:9]([CH3:10])=[CH:8][C:7]([Br:11])=[CH:6][C:5]=1[CH2:12]Br.[F:15][C:16]([F:27])([F:26])[O:17][C:18]1[CH:25]=[CH:24][C:21]([CH2:22][NH2:23])=[CH:20][CH:19]=1.C([O-])([O-])=O.[K+].[K+].C(OCC)(=O)C. Product: [Br:11][C:7]1[CH:6]=[C:5]2[C:4](=[C:9]([CH3:10])[CH:8]=1)[C:3](=[O:14])[N:23]([CH2:22][C:21]1[CH:24]=[CH:25][C:18]([O:17][C:16]([F:15])([F:26])[F:27])=[CH:19][CH:20]=1)[CH2:12]2. The catalyst class is: 345. (3) The catalyst class is: 8. Product: [Cl:21][C:16]1[CH:17]=[CH:18][CH:19]=[CH:20][C:15]=1[C:8]1[N:9]=[C:10]2[N:14]([C:7]=1[C:5]1[CH:4]=[CH:3][N:35]=[C:33]([NH:32][C@@H:26]3[CH:27]4[CH2:28][CH2:29][N:24]([CH2:31][CH2:30]4)[CH2:25]3)[N:34]=1)[CH:13]=[CH:12][O:11]2. Reactant: CN(C)[CH:3]=[CH:4][C:5]([C:7]1[N:14]2[C:10]([O:11][CH:12]=[CH:13]2)=[N:9][C:8]=1[C:15]1[CH:20]=[CH:19][CH:18]=[CH:17][C:16]=1[Cl:21])=O.Cl.[N:24]12[CH2:31][CH2:30][CH:27]([CH2:28][CH2:29]1)[C@@H:26]([NH:32][C:33]([NH2:35])=[NH:34])[CH2:25]2.[O-]CC.[Na+]. (4) Reactant: [CH3:1][O:2][C:3](=[O:27])[C:4]1[CH:9]=[CH:8][C:7](C(C2C(O)=CC3C(C)(C)CCC(C)(C)C=3C=2)=O)=[CH:6][CH:5]=1.[H-].[Na+].C(Br)C1C=CC=CC=1. Product: [CH3:1][O:2][C:3](=[O:27])[C:4]1[CH:9]=[CH:8][CH:7]=[CH:6][CH:5]=1. The catalyst class is: 3.